Task: Predict the reactants needed to synthesize the given product.. Dataset: Full USPTO retrosynthesis dataset with 1.9M reactions from patents (1976-2016) (1) Given the product [C:1]([C:5]1[CH:6]=[CH:7][C:8]([NH:11][C:12]([C:14]2[CH:15]=[CH:16][C:17]([Cl:34])=[C:18]([N:20]([CH3:33])[C:21]3[C:31]([Cl:32])=[CH:30][C:24]([C:25]([OH:27])=[O:26])=[CH:23][N:22]=3)[CH:19]=2)=[O:13])=[CH:9][CH:10]=1)([CH3:4])([CH3:2])[CH3:3], predict the reactants needed to synthesize it. The reactants are: [C:1]([C:5]1[CH:10]=[CH:9][C:8]([NH:11][C:12]([C:14]2[CH:15]=[CH:16][C:17]([Cl:34])=[C:18]([N:20]([CH3:33])[C:21]3[C:31]([Cl:32])=[CH:30][C:24]([C:25]([O:27]CC)=[O:26])=[CH:23][N:22]=3)[CH:19]=2)=[O:13])=[CH:7][CH:6]=1)([CH3:4])([CH3:3])[CH3:2].[OH-].[Na+]. (2) Given the product [N+:5]1([O-:10])[CH:6]=[CH:7][C:2]([C:1]([NH2:9])=[O:8])=[CH:3][CH:4]=1, predict the reactants needed to synthesize it. The reactants are: [C:1]([NH2:9])(=[O:8])[C:2]1[CH:7]=[CH:6][N:5]=[CH:4][CH:3]=1.[OH:10]O. (3) Given the product [Cl:12][C:9]1[CH:8]=[C:4]([CH:3]=[C:2]([Cl:1])[C:10]=1[F:11])[C:5]([NH:14][CH2:15][C:16]1[CH:27]=[CH:26][C:25]([C:28]#[N:29])=[CH:24][C:17]=1[O:18][CH2:19][C:20](=[O:21])[NH:22][CH3:23])=[O:7], predict the reactants needed to synthesize it. The reactants are: [Cl:1][C:2]1[CH:3]=[C:4]([CH:8]=[C:9]([Cl:12])[C:10]=1[F:11])[C:5]([OH:7])=O.Cl.[NH2:14][CH2:15][C:16]1[CH:27]=[CH:26][C:25]([C:28]#[N:29])=[CH:24][C:17]=1[O:18][CH2:19][C:20]([NH:22][CH3:23])=[O:21]. (4) Given the product [CH3:41][O:40][N:39]([C:31]1[N:30]=[C:29]([NH:28][CH2:25][CH2:26][CH3:27])[N:34]=[C:33]([NH:35][CH2:36][C:37]#[CH:38])[N:32]=1)[CH2:42][C:43]#[CH:44], predict the reactants needed to synthesize it. The reactants are: ClC1N=C(NNCC#C)N=C(NNCCC)N=1.Cl.CONCC#C.[CH2:25]([NH:28][C:29]1[N:34]=[C:33]([NH:35][CH2:36][CH2:37][CH3:38])[N:32]=[C:31]([N:39]([CH2:42][C:43]#[CH:44])[O:40][CH3:41])[N:30]=1)[CH2:26][CH3:27].